Dataset: Reaction yield outcomes from USPTO patents with 853,638 reactions. Task: Predict the reaction yield, written as a fraction of the theoretical maximum amount of product (1.0 means a 100% yield; for example, 0.34 means a 34% yield). The reactants are [Cl:1][C:2]1[CH:3]=[C:4]([CH:18]=[C:19]([CH2:21][N:22]([CH2:35][CH:36]([CH3:38])[CH3:37])[S:23]([C:26]2[CH:31]=[C:30]([Cl:32])[CH:29]=[C:28]([Cl:33])[C:27]=2[OH:34])(=[O:25])=[O:24])[CH:20]=1)[CH2:5][N:6]([CH2:14][CH:15]([CH3:17])[CH3:16])C(=O)OC(C)(C)C.C(O)(C(F)(F)F)=O. The catalyst is C(Cl)Cl. The product is [Cl:33][C:28]1[C:27]([OH:34])=[C:26]([S:23]([N:22]([CH2:21][C:19]2[CH:18]=[C:4]([CH2:5][NH:6][CH2:14][CH:15]([CH3:17])[CH3:16])[CH:3]=[C:2]([Cl:1])[CH:20]=2)[CH2:35][CH:36]([CH3:37])[CH3:38])(=[O:25])=[O:24])[CH:31]=[C:30]([Cl:32])[CH:29]=1. The yield is 0.920.